Binary Classification. Given a miRNA mature sequence and a target amino acid sequence, predict their likelihood of interaction. From a dataset of Experimentally validated miRNA-target interactions with 360,000+ pairs, plus equal number of negative samples. (1) The miRNA is gga-miR-375 with sequence UUUGUUCGUUCGGCUCGCGUUA. The protein sequence of the target gene is MASEGASIPSPVVRQIDKQFLICSICLERYKNPKVLPCLHTFCERCLQNYIPAHSLTLSCPVCRQTSILPEKGVAALQNNFFITNLMDVLQRTPGSNGEDSSILETVTAVAAGKPLSCPNHDGNVMEFYCQSCETAMCRECTEGEHAEHPTVPLKDVVEQHKASLQVQLDAVNKRLPEIDSALQFISEIIHQLTNQKASIVDDIHSTFDELQKTLNVRKSVLLMELEVNYGLKHKVLQSQLDTLLQGQESIKSCSNFTAQALNHGTETEVLLVKKQMSEKLNELADQDFPLHPRENDQLD.... Result: 0 (no interaction). (2) The miRNA is hsa-miR-519c-5p with sequence CUCUAGAGGGAAGCGCUUUCUG. The protein sequence of the target gene is MEEGSSSPVSPVDSLGTSEEELERQPKRFGRKRRYSKKSSEDGSPTPGKRGKKGSPSAQSFEELQSQRILANVRERQRTQSLNEAFAALRKIIPTLPSDKLSKIQTLKLAARYIDFLYQVLQSDEMDNKMTSCSYVAHERLSYAYSVWRMEGAWSMSASH. Result: 0 (no interaction). (3) Result: 0 (no interaction). The protein sequence of the target gene is MGGHRMVLLGGAGSPGCKRFVHLGFFVVAVSSLLSASAVTNAPGEMKKELRLAGGENNCSGRVELKIHDKWGTVCSNGWSMNEVSVVCQQLGCPTSIKALGWANSSAGSGYIWMDKVSCTGNESALWDCKHDGWGKHNCTHEKDAGVTCSDGSNLEMRLVNSAGHRCLGRVEIKFQGKWGTVCDDNFSKDHASVICKQLGCGSAISFSGSAKLGAGSGPIWLDDLACNGNESALWDCKHRGWGKHNCDHAEDVGVICLEGADLSLRLVDGVSRCSGRLEVRFQGEWGTVCDDNWDLRDAS.... The miRNA is mmu-miR-3058-3p with sequence UUCCUGUCAGCCGUGGGUGCC. (4) The miRNA is hsa-miR-6810-3p with sequence UCCCCUGCUCCCUUGUUCCCCAG. The protein sequence of the target gene is MEPLFPAPFWEVIYGSHLQGNLSLLSPNHSLLPPHLLLNASHGAFLPLGLKVTIVGLYLAVCVGGLLGNCLVMYVILRHTKMKTATNIYIFNLALADTLVLLTLPFQGTDILLGFWPFGNALCKTVIAIDYYNMFTSTFTLTAMSVDRYVAICHPIRALDVRTSSKAQAVNVAIWALASVVGVPVAIMGSAQVEDEEIECLVEIPTPQDYWGPVFAICIFLFSFIVPVLVISVCYSLMIRRLRGVRLLSGSREKDRNLRRITRLVLVVVAVFVGCWTPVQVFVLAQGLGVQPSSETAVAI.... Result: 1 (interaction). (5) The miRNA is hsa-miR-2681-5p with sequence GUUUUACCACCUCCAGGAGACU. The protein sequence of the target gene is MAKLRVSYEYTEAEDKSIRLGLFLIVSGILSLFIFGFCWLSPALQDLQATAANCTVLSVQQIGEVFECTFTCGTDCRGTSQYPCVQVYVNNSESNSRALLHSDQHQLLTNPKCSYIPPCKRENQKNSESVMNWQQYWKDEIGSQPFTCYFNQHQRPEDVLLQRTHDEIALLHCFLWPVVAFVVGVLIVVLTICAKSLAVKAEAMKKRKFS. Result: 0 (no interaction).